Dataset: Reaction yield outcomes from USPTO patents with 853,638 reactions. Task: Predict the reaction yield, written as a fraction of the theoretical maximum amount of product (1.0 means a 100% yield; for example, 0.34 means a 34% yield). The catalyst is C1COCC1. The reactants are [H-].[Na+].[Br:3][C:4]1[CH:5]=[C:6]2[C:10](=[CH:11][CH:12]=1)[NH:9][CH:8]=[C:7]2[CH:13]([CH3:15])[CH3:14].[C:16]([Si:20](Cl)([CH3:22])[CH3:21])([CH3:19])([CH3:18])[CH3:17].O. The product is [Br:3][C:4]1[CH:5]=[C:6]2[C:10](=[CH:11][CH:12]=1)[N:9]([Si:20]([C:16]([CH3:19])([CH3:18])[CH3:17])([CH3:22])[CH3:21])[CH:8]=[C:7]2[CH:13]([CH3:15])[CH3:14]. The yield is 0.890.